From a dataset of Forward reaction prediction with 1.9M reactions from USPTO patents (1976-2016). Predict the product of the given reaction. (1) Given the reactants [NH2:1][CH2:2][CH2:3][N:4](CC1C=CC=CC=1)[C:5]1[CH:10]=[CH:9][C:8]([C@H:11]2[CH2:15][CH2:14][CH2:13][C@H:12]2[NH:16][S:17]([CH:20]([CH3:22])[CH3:21])(=[O:19])=[O:18])=[CH:7][CH:6]=1.C1CCN2C(=NCCC2)CC1.[CH:41]([S:44](Cl)(=[O:46])=[O:45])(C)C, predict the reaction product. The product is: [CH3:21][CH:20]([S:17]([NH:16][C@H:12]1[CH2:13][CH2:14][CH2:15][C@H:11]1[C:8]1[CH:9]=[CH:10][C:5]([NH:4][CH2:3][CH2:2][NH:1][S:44]([CH3:41])(=[O:46])=[O:45])=[CH:6][CH:7]=1)(=[O:19])=[O:18])[CH3:22]. (2) Given the reactants [CH:1]1[C:14]2[C:13](=[CH:15][C:16]([NH:18][CH2:19][CH2:20][CH2:21][CH2:22][CH2:23][C:24]([OH:26])=O)=[O:17])[C:12]3[C:7](=[CH:8][CH:9]=[CH:10][CH:11]=3)[O:6][C:5]=2[CH:4]=[CH:3][CH:2]=1.Cl.C(N=C=NCCCN(C)C)C.O[C:40]1[C:48]2[N:47]=N[NH:45][C:44]=2[CH:43]=[CH:42][CH:41]=1.C(N(CC)CC)C.C1(N)C=CC=CC=1N, predict the reaction product. The product is: [CH:11]1[C:12]2[C:13](=[CH:15][C:16]([NH:18][CH2:19][CH2:20][CH2:21][CH2:22][CH2:23][C:24]([NH:45][C:44]3[CH:43]=[CH:42][CH:41]=[CH:40][C:48]=3[NH2:47])=[O:26])=[O:17])[C:14]3[C:1](=[CH:2][CH:3]=[CH:4][CH:5]=3)[O:6][C:7]=2[CH:8]=[CH:9][CH:10]=1. (3) Given the reactants Cl.[Cl:2][C:3]1[CH:8]=[CH:7][CH:6]=[C:5]([Cl:9])[C:4]=1[NH:10][NH2:11].[OH-].[Na+].C(O[CH:17]=[C:18]([C:21]#[N:22])[C:19]#[N:20])C, predict the reaction product. The product is: [NH2:22][C:21]1[N:10]([C:4]2[C:3]([Cl:2])=[CH:8][CH:7]=[CH:6][C:5]=2[Cl:9])[N:11]=[CH:17][C:18]=1[C:19]#[N:20]. (4) Given the reactants [NH2:1][C:2]1[C:3]([N:19]2[CH2:24][CH2:23][O:22][CH2:21][CH2:20]2)=[N:4][C:5]([O:9][CH2:10][CH2:11][O:12][C:13]2[CH:18]=[CH:17][CH:16]=[CH:15][N:14]=2)=[N:6][C:7]=1[NH2:8].[C:25]1([CH3:34])[CH:30]=[CH:29][CH:28]=[C:27]([N:31]=[C:32]=O)[CH:26]=1, predict the reaction product. The product is: [N:19]1([C:3]2[N:4]=[C:5]([O:9][CH2:10][CH2:11][O:12][C:13]3[CH:18]=[CH:17][CH:16]=[CH:15][N:14]=3)[N:6]=[C:7]3[C:2]=2[N:1]=[C:32]([NH:31][C:27]2[CH:26]=[C:25]([CH3:34])[CH:30]=[CH:29][CH:28]=2)[NH:8]3)[CH2:20][CH2:21][O:22][CH2:23][CH2:24]1. (5) Given the reactants [Cl:1][C:2]1[CH:3]=[C:4]([CH:8]=[C:9]([Cl:28])[C:10]=1[C:11]([N:13]1[C:21]2[CH:20]=[CH:19][N:18]=[C:17]([NH:22][C:23]([CH:25]3[CH2:27][CH2:26]3)=[O:24])[C:16]=2[CH:15]=[CH:14]1)=[O:12])[C:5]([OH:7])=O.C(N=C=NCCCN(C)C)C.ON1C2N=CC=CC=2N=N1.C(N(CC)C(C)C)(C)C.[NH2:59][C@H:60]([C:62]([O:64][CH2:65][CH3:66])=[O:63])[CH3:61], predict the reaction product. The product is: [Cl:28][C:9]1[CH:8]=[C:4]([CH:3]=[C:2]([Cl:1])[C:10]=1[C:11]([N:13]1[C:21]2[CH:20]=[CH:19][N:18]=[C:17]([NH:22][C:23]([CH:25]3[CH2:26][CH2:27]3)=[O:24])[C:16]=2[CH:15]=[CH:14]1)=[O:12])[C:5]([NH:59][C@H:60]([C:62]([O:64][CH2:65][CH3:66])=[O:63])[CH3:61])=[O:7]. (6) Given the reactants [Cl:1][C:2]1[CH:10]=[C:6]([C:7]([OH:9])=O)[C:5]([OH:11])=[CH:4][CH:3]=1.[CH3:12][C:13]1[CH:19]=[CH:18][C:17]([C:20]([F:23])([F:22])[F:21])=[CH:16][C:14]=1[NH2:15], predict the reaction product. The product is: [Cl:1][C:2]1[CH:3]=[CH:4][C:5]([OH:11])=[C:6]([CH:10]=1)[C:7]([NH:15][C:14]1[CH:16]=[C:17]([C:20]([F:21])([F:22])[F:23])[CH:18]=[CH:19][C:13]=1[CH3:12])=[O:9]. (7) The product is: [NH2:12][C:10]1[S:11][CH:7]=[C:5]([C:2]2([CH3:1])[CH2:4][CH2:3]2)[N:9]=1. Given the reactants [CH3:1][C:2]1([C:5]([CH2:7]Br)=O)[CH2:4][CH2:3]1.[NH2:9][C:10]([NH2:12])=[S:11], predict the reaction product. (8) Given the reactants [Cl:1][C:2]1[CH:11]=[CH:10][C:9]([F:12])=[C:8]2[C:3]=1[CH:4]=[C:5]([C:13]1[C:14]([NH2:28])=[N:15][CH:16]=[C:17](B3OC(C)(C)C(C)(C)O3)[CH:18]=1)[N:6]=[CH:7]2.C[O:30][C:31]([C@@H:33]1[CH2:37][C@H:36]([N:38]2[CH:42]=[C:41](I)[CH:40]=[N:39]2)[CH2:35][N:34]1C(OCC1C=CC=CC=1)=O)=[O:32].[F-].[K+].O1CCOCC1, predict the reaction product. The product is: [NH2:28][C:14]1[N:15]=[CH:16][C:17]([C:41]2[CH:40]=[N:39][N:38]([C@@H:36]3[CH2:35][NH:34][C@H:33]([C:31]([OH:32])=[O:30])[CH2:37]3)[CH:42]=2)=[CH:18][C:13]=1[C:5]1[N:6]=[CH:7][C:8]2[C:3]([CH:4]=1)=[C:2]([Cl:1])[CH:11]=[CH:10][C:9]=2[F:12]. (9) Given the reactants [CH3:1][C:2]1[CH:7]=[C:6]([CH3:8])[CH:5]=[C:4]([N+:9]([O-])=O)[C:3]=1[S:12]([NH:15][C@H:16]([CH2:20][N:21]1[C:29]2[C:24](=[CH:25][CH:26]=[CH:27][CH:28]=2)[C:23]([CH3:30])=[CH:22]1)[CH:17]([CH3:19])[CH3:18])(=[O:14])=[O:13].Cl, predict the reaction product. The product is: [NH2:9][C:4]1[CH:5]=[C:6]([CH3:8])[CH:7]=[C:2]([CH3:1])[C:3]=1[S:12]([NH:15][C@H:16]([CH2:20][N:21]1[C:29]2[C:24](=[CH:25][CH:26]=[CH:27][CH:28]=2)[C:23]([CH3:30])=[CH:22]1)[CH:17]([CH3:18])[CH3:19])(=[O:14])=[O:13].